This data is from Reaction yield outcomes from USPTO patents with 853,638 reactions. The task is: Predict the reaction yield, written as a fraction of the theoretical maximum amount of product (1.0 means a 100% yield; for example, 0.34 means a 34% yield). (1) The reactants are [NH:1]1[C:5]2[CH:6]=[CH:7][C:8]([C:10]([OH:12])=O)=[CH:9][C:4]=2[N:3]=[CH:2]1.[F:13][C:14]1[C:19]2[C@H:20]3[C@H:25]([CH2:26][CH2:27][C:18]=2[CH:17]=[CH:16][CH:15]=1)[NH:24][CH2:23][CH2:22][CH2:21]3. No catalyst specified. The product is [NH:1]1[C:5]2[CH:6]=[CH:7][C:8]([C:10]([N:24]3[C@@H:25]4[C@H:20]([C:19]5[C:14]([F:13])=[CH:15][CH:16]=[CH:17][C:18]=5[CH2:27][CH2:26]4)[CH2:21][CH2:22][CH2:23]3)=[O:12])=[CH:9][C:4]=2[N:3]=[CH:2]1. The yield is 0.410. (2) The reactants are S[C:2]1[S:3][CH:4]=[CH:5][N:6]=1.Cl[O-].[Na+].[S:10](Cl)(Cl)(=[O:12])=[O:11].Cl.C([O:20][C:21](=[O:27])[C@@H:22]1[CH2:26][CH2:25][CH2:24][NH:23]1)(C)(C)C.C(N(CC)CC)C. The catalyst is S(=O)(=O)(O)O.C(#N)C.C(OCC)(=O)C.O. The product is [S:3]1[CH:4]=[CH:5][N:6]=[C:2]1[S:10]([N:23]1[CH2:24][CH2:25][CH2:26][C@H:22]1[C:21]([OH:27])=[O:20])(=[O:12])=[O:11]. The yield is 0.970. (3) The reactants are [NH:1]1[CH2:5][CH2:4][CH2:3][C@H:2]1[C:6]([O:8][CH3:9])=[O:7].Cl[C:11]1[C:20]([N+:21]([O-:23])=[O:22])=[CH:19][C:14]([C:15]([O:17][CH3:18])=[O:16])=[CH:13][N:12]=1. The catalyst is CCOC(C)=O. The product is [CH3:9][O:8][C:6]([C@@H:2]1[CH2:3][CH2:4][CH2:5][N:1]1[C:11]1[C:20]([N+:21]([O-:23])=[O:22])=[CH:19][C:14]([C:15]([O:17][CH3:18])=[O:16])=[CH:13][N:12]=1)=[O:7]. The yield is 0.940. (4) The reactants are CS(O)(=O)=O.[NH2:6][CH2:7][C:8]1[CH:9]=[C:10]2[C:14](=[CH:15][CH:16]=1)[C:13](=[O:17])[N:12]([CH:18]1[CH2:23][CH2:22][C:21](=[O:24])[NH:20][C:19]1=[O:25])[CH2:11]2.[C:26]([C:30]1[CH:35]=[CH:34][C:33]([N:36]=[C:37]=[O:38])=[CH:32][CH:31]=1)([CH3:29])([CH3:28])[CH3:27].C(N(CC)CC)C.Cl. The catalyst is CN(C=O)C. The product is [C:26]([C:30]1[CH:35]=[CH:34][C:33]([NH:36][C:37]([NH:6][CH2:7][C:8]2[CH:9]=[C:10]3[C:14](=[CH:15][CH:16]=2)[C:13](=[O:17])[N:12]([CH:18]2[CH2:23][CH2:22][C:21](=[O:24])[NH:20][C:19]2=[O:25])[CH2:11]3)=[O:38])=[CH:32][CH:31]=1)([CH3:29])([CH3:27])[CH3:28]. The yield is 0.760. (5) The reactants are [CH3:1][C:2]1[O:6][N:5]=[C:4]([C:7]2[CH:12]=[CH:11][N:10]=[CH:9][N:8]=2)[C:3]=1[C:13](O)=[O:14].C(N(CC)CC)C.C(OC(Cl)=O)C.[BH4-].[Na+]. The catalyst is C1COCC1.O.[OH-].[Na+]. The product is [CH3:1][C:2]1[O:6][N:5]=[C:4]([C:7]2[CH:12]=[CH:11][N:10]=[CH:9][N:8]=2)[C:3]=1[CH2:13][OH:14]. The yield is 0.190. (6) The reactants are [C:1]([O:5][C:6]([N:8]1[CH2:13][CH2:12][NH:11][CH2:10][CH2:9]1)=[O:7])([CH3:4])([CH3:3])[CH3:2].Br[CH2:15][CH2:16][CH2:17][OH:18].C(=O)([O-])[O-].[K+].[K+].[I-].[K+]. The yield is 0.800. The product is [C:1]([O:5][C:6]([N:8]1[CH2:13][CH2:12][N:11]([CH2:15][CH2:16][CH2:17][OH:18])[CH2:10][CH2:9]1)=[O:7])([CH3:4])([CH3:2])[CH3:3]. The catalyst is CC(C)=O.